Dataset: Full USPTO retrosynthesis dataset with 1.9M reactions from patents (1976-2016). Task: Predict the reactants needed to synthesize the given product. (1) Given the product [C:5]1([S:8]([N:11]2[CH2:16][CH2:15][CH:14]([NH:17][C:18]3[N:23]=[C:22]([N:31]4[CH2:35][CH2:34][CH2:33][CH2:32]4)[N:21]=[C:20]([O:25][CH2:26][C:27]([F:28])([F:29])[F:30])[N:19]=3)[CH2:13][CH2:12]2)(=[O:9])=[O:10])[CH:4]=[CH:3][CH:2]=[CH:7][CH:6]=1, predict the reactants needed to synthesize it. The reactants are: F[C:2]1[CH:7]=[CH:6][C:5]([S:8]([N:11]2[CH2:16][CH2:15][CH:14]([NH:17][C:18]3[N:23]=[C:22](Cl)[N:21]=[C:20]([O:25][CH2:26][C:27]([F:30])([F:29])[F:28])[N:19]=3)[CH2:13][CH2:12]2)(=[O:10])=[O:9])=[CH:4][CH:3]=1.[NH:31]1[CH2:35][CH2:34][CH2:33][CH2:32]1.CCN(C(C)C)C(C)C. (2) Given the product [ClH:38].[NH2:45][C:46]1[C:47]([C:53]([NH:55][C:56]2[CH:57]=[N:58][CH:59]=[CH:60][CH:61]=2)=[O:54])=[N:48][C:49]([C:7]2[CH:12]=[CH:11][C:10]([CH2:13][CH2:14][CH2:15][N:16]([CH:21]3[CH2:24][CH2:23][CH2:22]3)[CH:17]3[CH2:20][CH2:19][CH2:18]3)=[CH:9][CH:8]=2)=[CH:50][N:51]=1, predict the reactants needed to synthesize it. The reactants are: C([Li])CCC.Br[C:7]1[CH:12]=[CH:11][C:10]([CH2:13][CH2:14][CH2:15][N:16]([CH:21]2[CH2:24][CH2:23][CH2:22]2)[CH:17]2[CH2:20][CH2:19][CH2:18]2)=[CH:9][CH:8]=1.B(OC(C)C)(OC(C)C)OC(C)C.[ClH:38].C(=O)([O-])[O-].[Na+].[Na+].[NH2:45][C:46]1[C:47]([C:53]([NH:55][C:56]2[CH:57]=[N:58][CH:59]=[CH:60][CH:61]=2)=[O:54])=[N:48][C:49](Br)=[CH:50][N:51]=1. (3) Given the product [CH3:20][O:19][C:14]1[CH:15]=[CH:16][CH:17]=[CH:18][C:13]=1[CH2:12][NH:11][C:9]([NH:8][C:5]1[CH:4]=[CH:3][C:2]([C:26]2[CH:27]=[CH:28][C:23]([C:22]([F:34])([F:33])[F:21])=[CH:24][CH:25]=2)=[CH:7][N:6]=1)=[NH:10], predict the reactants needed to synthesize it. The reactants are: I[C:2]1[CH:3]=[CH:4][C:5]([NH:8][C:9]([NH:11][CH2:12][C:13]2[CH:18]=[CH:17][CH:16]=[CH:15][C:14]=2[O:19][CH3:20])=[NH:10])=[N:6][CH:7]=1.[F:21][C:22]([F:34])([F:33])[C:23]1[CH:28]=[CH:27][C:26](OB(O)O)=[CH:25][CH:24]=1.C(=O)([O-])[O-].[Na+].[Na+].